This data is from TCR-epitope binding with 47,182 pairs between 192 epitopes and 23,139 TCRs. The task is: Binary Classification. Given a T-cell receptor sequence (or CDR3 region) and an epitope sequence, predict whether binding occurs between them. (1) The epitope is GMFNMLSTVLGVS. The TCR CDR3 sequence is CASSLAGGPWDTEAFF. Result: 0 (the TCR does not bind to the epitope). (2) The epitope is DATYQRTRALVR. The TCR CDR3 sequence is CSAEDGNSPLHF. Result: 1 (the TCR binds to the epitope). (3) The epitope is MMISAGFSL. The TCR CDR3 sequence is CASSLVRDLNTEAFF. Result: 0 (the TCR does not bind to the epitope). (4) The epitope is YVLDHLIVV. The TCR CDR3 sequence is CASSFSLGAAGELFF. Result: 1 (the TCR binds to the epitope).